This data is from Catalyst prediction with 721,799 reactions and 888 catalyst types from USPTO. The task is: Predict which catalyst facilitates the given reaction. (1) Reactant: C(N(CC)CC)C.FC1C=CC=CC=1N1C2C(=C(N3C(=O)[C@H]4CN(C(NCC5OC=NC=5)=O)C[C@H]4C3)C=CC=2)C=N1.[I-].[F:43][C:44]1[CH:49]=[CH:48][CH:47]=[CH:46][C:45]=1[N:50]1[C:58]2[C:53](=[C:54]([N:59]3[C:63](=[O:64])[CH:62]4[CH2:65][N:66]([C:68]([N:70]5[CH:74]=C[N+](C)=[CH:71]5)=[O:69])[CH2:67][CH:61]4[CH2:60]3)[CH:55]=[CH:56][CH:57]=2)[CH:52]=[N:51]1.CNC. Product: [F:43][C:44]1[CH:49]=[CH:48][CH:47]=[CH:46][C:45]=1[N:50]1[C:58]2[C:53](=[C:54]([N:59]3[C:63](=[O:64])[C@H:62]4[CH2:65][N:66]([C:68]([N:70]([CH3:74])[CH3:71])=[O:69])[CH2:67][C@H:61]4[CH2:60]3)[CH:55]=[CH:56][CH:57]=2)[CH:52]=[N:51]1. The catalyst class is: 54. (2) Reactant: CS(C)=O.[F:5][C:6]1[CH:14]=[CH:13][C:9]([C:10]([OH:12])=[O:11])=[CH:8][C:7]=1[SH:15].I[CH:17]1[CH2:22][CH2:21][C:20]([CH3:27])([C:23]([O:25][CH3:26])=[O:24])[CH2:19][CH2:18]1.C(=O)([O-])[O-].[Cs+].[Cs+]. Product: [F:5][C:6]1[CH:14]=[CH:13][C:9]([C:10]([OH:12])=[O:11])=[CH:8][C:7]=1[S:15][CH:17]1[CH2:22][CH2:21][C:20]([C:23]([O:25][CH3:26])=[O:24])([CH3:27])[CH2:19][CH2:18]1. The catalyst class is: 28. (3) Reactant: Br[CH2:2][CH2:3][CH2:4][CH2:5][CH2:6][CH2:7][CH:8]=[CH2:9].[F:10][C:11]([F:40])([C:30]([F:39])([F:38])[C:31]([F:37])([F:36])[C:32]([F:35])([F:34])[F:33])[CH2:12][CH2:13][CH2:14][CH2:15][O:16][C:17]1[CH:18]=[N:19][C:20]([C:23]2[CH:28]=[CH:27][C:26]([OH:29])=[CH:25][CH:24]=2)=[N:21][CH:22]=1.C(=O)([O-])[O-].[Cs+].[Cs+]. Product: [F:40][C:11]([F:10])([C:30]([F:38])([F:39])[C:31]([F:36])([F:37])[C:32]([F:33])([F:34])[F:35])[CH2:12][CH2:13][CH2:14][CH2:15][O:16][C:17]1[CH:22]=[N:21][C:20]([C:23]2[CH:24]=[CH:25][C:26]([O:29][CH2:9][CH2:8][CH2:7][CH2:6][CH2:5][CH2:4][CH:3]=[CH2:2])=[CH:27][CH:28]=2)=[N:19][CH:18]=1. The catalyst class is: 21.